From a dataset of Catalyst prediction with 721,799 reactions and 888 catalyst types from USPTO. Predict which catalyst facilitates the given reaction. (1) Reactant: Cl[C:2]1[C:11]2=[N:12][N:13](CC3C=CC(OC)=CC=3)[CH:14]=[C:10]2[C:9]2[CH:8]=[C:7]([O:24][CH3:25])[CH:6]=[CH:5][C:4]=2[N:3]=1.[CH3:26][C:27]1[CH:28]=[C:29]([CH:31]=[CH:32][C:33]=1[N:34]1[CH2:39][CH2:38][N:37]([CH3:40])[CH2:36][CH2:35]1)[NH2:30].Cl. Product: [CH3:25][O:24][C:7]1[CH:6]=[CH:5][C:4]2[N:3]=[C:2]([NH:30][C:29]3[CH:31]=[CH:32][C:33]([N:34]4[CH2:35][CH2:36][N:37]([CH3:40])[CH2:38][CH2:39]4)=[C:27]([CH3:26])[CH:28]=3)[C:11]3=[N:12][NH:13][CH:14]=[C:10]3[C:9]=2[CH:8]=1. The catalyst class is: 71. (2) Reactant: [O:1]=[C:2]([N:16]1[CH2:21][CH2:20][N:19]([C:22]2[CH:27]=[CH:26][CH:25]=[CH:24][CH:23]=2)[CH2:18][CH2:17]1)/[CH:3]=[CH:4]/[C:5]1[N:10]=[C:9](/[CH:11]=[CH:12]/[C:13](O)=[O:14])[CH:8]=[CH:7][CH:6]=1.C(Cl)CCl.C1C=CC2[N:40]([OH:41])N=NC=2C=1.NOC1CCCCO1. Product: [OH:41][NH:40][C:13](=[O:14])/[CH:12]=[CH:11]/[C:9]1[CH:8]=[CH:7][CH:6]=[C:5](/[CH:4]=[CH:3]/[C:2](=[O:1])[N:16]2[CH2:17][CH2:18][N:19]([C:22]3[CH:27]=[CH:26][CH:25]=[CH:24][CH:23]=3)[CH2:20][CH2:21]2)[N:10]=1. The catalyst class is: 3. (3) Product: [CH:2]1([O:15][C:14]2[CH:16]=[CH:17][C:9]([CH:8]=[O:7])=[CH:10][C:11]=2[O:12][CH3:13])[CH2:6][CH2:5][CH2:4][CH2:3]1. The catalyst class is: 14. Reactant: Br[CH:2]1[CH2:6][CH2:5][CH2:4][CH2:3]1.[O:7]=[CH:8][C:9]1[CH:17]=[CH:16][C:14]([OH:15])=[C:11]([O:12][CH3:13])[CH:10]=1.C(=O)([O-])[O-].[K+].[K+]. (4) Reactant: C1(C)C=CC=CC=1.[K].[NH:9]1[C:15]2[CH:16]=[CH:17][CH:18]=[CH:19][C:14]=2[C:13](=[O:20])[CH2:12][CH2:11][C:10]1=[O:21].[N:22](OCCCC)=O. Product: [NH2:22][C@H:12]1[C@H:13]([OH:20])[C:14]2[CH:19]=[CH:18][CH:17]=[CH:16][C:15]=2[NH:9][C:10](=[O:21])[CH2:11]1. The catalyst class is: 8. (5) Reactant: Cl[CH:2]([CH3:5])[C:3]#[N:4].[Cl:6][C:7]1[CH:12]=[C:11]([N+:13]([O-:15])=[O:14])[CH:10]=[C:9]([Cl:16])[CH:8]=1.[OH-].[Na+].Cl. Product: [Cl:6][C:7]1[CH:12]=[C:11]([N+:13]([O-:15])=[O:14])[CH:10]=[C:9]([Cl:16])[C:8]=1[CH:2]([CH3:5])[C:3]#[N:4]. The catalyst class is: 16. (6) Reactant: [CH2:1]([N:8]([C:37]([O:39][C:40]([CH3:43])([CH3:42])[CH3:41])=[O:38])[CH2:9][CH2:10][C:11]1[CH:16]=[CH:15][C:14]([S:17]([C:20]2[CH:21]=[CH:22][C:23]([O:29][CH2:30][C:31]3[CH:36]=[CH:35][CH:34]=[CH:33][CH:32]=3)=[C:24]([CH:28]=2)[C:25](O)=[O:26])(=[O:19])=[O:18])=[CH:13][CH:12]=1)[C:2]1[CH:7]=[CH:6][CH:5]=[CH:4][CH:3]=1.Cl.CN.O[N:48]1[C:52]2C=CC=CC=2N=N1.CN(C)CCCN=C=NCC. The catalyst class is: 35. Product: [CH2:1]([N:8]([CH2:9][CH2:10][C:11]1[CH:12]=[CH:13][C:14]([S:17]([C:20]2[CH:21]=[CH:22][C:23]([O:29][CH2:30][C:31]3[CH:36]=[CH:35][CH:34]=[CH:33][CH:32]=3)=[C:24]([C:25]([NH:48][CH3:52])=[O:26])[CH:28]=2)(=[O:18])=[O:19])=[CH:15][CH:16]=1)[C:37](=[O:38])[O:39][C:40]([CH3:41])([CH3:42])[CH3:43])[C:2]1[CH:3]=[CH:4][CH:5]=[CH:6][CH:7]=1. (7) Reactant: [CH2:1]([C:4]1[N:29]([CH3:30])[C:7]2=[N:8][C:9]([CH3:28])=[C:10]([CH:19]([CH2:25][CH2:26][CH3:27])[C:20]([O:22]CC)=[O:21])[C:11]([C:12]3[CH:17]=[CH:16][C:15]([CH3:18])=[CH:14][CH:13]=3)=[C:6]2[N:5]=1)[CH2:2][CH3:3].[OH-].[Na+]. Product: [CH2:1]([C:4]1[N:29]([CH3:30])[C:7]2=[N:8][C:9]([CH3:28])=[C:10]([CH:19]([CH2:25][CH2:26][CH3:27])[C:20]([OH:22])=[O:21])[C:11]([C:12]3[CH:17]=[CH:16][C:15]([CH3:18])=[CH:14][CH:13]=3)=[C:6]2[N:5]=1)[CH2:2][CH3:3]. The catalyst class is: 645.